This data is from Peptide-MHC class I binding affinity with 185,985 pairs from IEDB/IMGT. The task is: Regression. Given a peptide amino acid sequence and an MHC pseudo amino acid sequence, predict their binding affinity value. This is MHC class I binding data. (1) The peptide sequence is AMAMKIATAA. The MHC is HLA-B08:01 with pseudo-sequence HLA-B08:01. The binding affinity (normalized) is 0.384. (2) The peptide sequence is YSHTERDKK. The MHC is HLA-A11:01 with pseudo-sequence HLA-A11:01. The binding affinity (normalized) is 0.419. (3) The peptide sequence is FADINGKLY. The MHC is HLA-A31:01 with pseudo-sequence HLA-A31:01. The binding affinity (normalized) is 0.0847. (4) The peptide sequence is RGGRAFVTI. The MHC is Mamu-A2601 with pseudo-sequence Mamu-A2601. The binding affinity (normalized) is 0.0944. (5) The peptide sequence is DLMSSKDDV. The MHC is HLA-A02:03 with pseudo-sequence HLA-A02:03. The binding affinity (normalized) is 0.0872. (6) The peptide sequence is SGGPKYEYRW. The MHC is H-2-Dd with pseudo-sequence H-2-Dd. The binding affinity (normalized) is 0.202. (7) The peptide sequence is YMLWNSWLS. The MHC is HLA-A02:06 with pseudo-sequence HLA-A02:06. The binding affinity (normalized) is 1.00.